From a dataset of Forward reaction prediction with 1.9M reactions from USPTO patents (1976-2016). Predict the product of the given reaction. (1) Given the reactants C(OC([N:8]1[CH:13](C)[CH2:12]C(=O)[CH2:10][CH:9]1C)=O)(C)(C)C.[CH3:17][CH2:18][O:19][C:20]([CH2:22][C:23]([CH2:25][C:26]([O:28][CH2:29][CH3:30])=[O:27])=[O:24])=[O:21].C(=O)C, predict the reaction product. The product is: [CH3:10][CH:9]1[CH:25]([C:26]([O:28][CH2:29][CH3:30])=[O:27])[C:23](=[O:24])[CH:22]([C:20]([O:19][CH2:18][CH3:17])=[O:21])[CH:13]([CH3:12])[NH:8]1. (2) Given the reactants Cl.[CH3:2][C@:3]([C:7]([OH:9])=[O:8])([CH2:5][SH:6])[NH2:4].[OH:10][C:11]1[CH:18]=[C:17]([OH:19])[CH:16]=[CH:15][C:12]=1[C:13]#N.C(N(CC)CC)C.[OH-].[K+], predict the reaction product. The product is: [OH:10][C:11]1[CH:18]=[C:17]([OH:19])[CH:16]=[CH:15][C:12]=1[C:13]1[S:6][CH2:5][C@:3]([CH3:2])([C:7]([OH:9])=[O:8])[N:4]=1. (3) Given the reactants [CH2:1]([N:8]([C@H:22]([C:24]1[CH:29]=[CH:28][CH:27]=[CH:26][CH:25]=1)[CH3:23])[C@@H:9]([CH2:18][CH2:19][CH2:20][CH3:21])[CH2:10][C:11]([O:13]C(C)(C)C)=[O:12])[C:2]1[CH:7]=[CH:6][CH:5]=[CH:4][CH:3]=1.C(O)(C(F)(F)F)=O, predict the reaction product. The product is: [CH2:1]([N:8]([C@H:22]([C:24]1[CH:25]=[CH:26][CH:27]=[CH:28][CH:29]=1)[CH3:23])[C@@H:9]([CH2:18][CH2:19][CH2:20][CH3:21])[CH2:10][C:11]([OH:13])=[O:12])[C:2]1[CH:3]=[CH:4][CH:5]=[CH:6][CH:7]=1. (4) Given the reactants [C:1]([C:4]1[CH:9]=[CH:8][CH:7]=[CH:6][C:5]=1[CH:10]1[CH2:15][CH2:14][CH2:13][N:12]([C:16]([O:18][C:19]([CH3:22])([CH3:21])[CH3:20])=[O:17])[CH2:11]1)(=O)[NH2:2].C(N(CC)CC)C.FC(F)(F)C(OC(=O)C(F)(F)F)=O, predict the reaction product. The product is: [C:1]([C:4]1[CH:9]=[CH:8][CH:7]=[CH:6][C:5]=1[CH:10]1[CH2:15][CH2:14][CH2:13][N:12]([C:16]([O:18][C:19]([CH3:22])([CH3:21])[CH3:20])=[O:17])[CH2:11]1)#[N:2]. (5) Given the reactants ClC1C=CC2S[CH:7]=[C:8]([CH2:9][N:10]3[CH2:14][CH2:13][N:12]([C:15]4[S:16][C:17]([C:21]([OH:23])=O)=[C:18]([CH3:20])[N:19]=4)[C:11]3=[O:24])[C:4]=2C=1.[CH:27]1([CH2:30][N:31]2[CH2:35][CH2:34][N:33](C3SC(C(O)=O)=C(C)N=3)C2=O)[CH2:29][CH2:28]1.N1C=CC=C(CN)C=1, predict the reaction product. The product is: [CH:8]1([CH2:9][N:10]2[CH2:14][CH2:13][N:12]([C:15]3[S:16][C:17]([C:21]([NH:33][CH2:34][C:35]4[CH:29]=[CH:28][CH:27]=[CH:30][N:31]=4)=[O:23])=[C:18]([CH3:20])[N:19]=3)[C:11]2=[O:24])[CH2:7][CH2:4]1. (6) Given the reactants [C:1]1([CH:23]=[CH:24]C(C2C=CC=CC=2)=O)[CH:6]=[CH:5][C:4](OCCCCCCO[C:4]2[CH:5]=[CH:6][C:1]([CH:23]=[CH2:24])=[CH:2][CH:3]=2)=[CH:3][CH:2]=1.C(OC1C=CC(C=C)=CC=1)CCCCCCCCCCCCCCC.C1(C=CC(C2C=CC=CC=2)=O)C=CC(OCCCCCCO[C:72]2[CH:77]=[CH:76][C:75]([C:78]3[C:79]([NH:81][C:82](=[O:84])[CH:83]=3)=[O:80])=[CH:74][CH:73]=2)=CC=1.N(C(C)(C)C#N)=NC(C)(C)C#N, predict the reaction product. The product is: [CH2:24]=[CH:23][C:1]1[CH:6]=[CH:5][CH:4]=[CH:3][CH:2]=1.[C:75]1([C:78]2[C:79]([NH:81][C:82](=[O:84])[CH:83]=2)=[O:80])[CH:74]=[CH:73][CH:72]=[CH:77][CH:76]=1.